From a dataset of Forward reaction prediction with 1.9M reactions from USPTO patents (1976-2016). Predict the product of the given reaction. (1) Given the reactants [Cl:1][CH2:2][CH2:3][CH2:4][C:5]([NH:7][NH:8][C:9]1[CH:14]=[CH:13][CH:12]=[CH:11][CH:10]=1)=[O:6].C([O-])([O-])=O.[Na+].[Na+].Cl[C:22](=[O:29])[CH2:23][C:24]([O:26][CH2:27][CH3:28])=[O:25], predict the reaction product. The product is: [Cl:1][CH2:2][CH2:3][CH2:4][C:5]([NH:7][N:8]([C:22](=[O:29])[CH2:23][C:24]([O:26][CH2:27][CH3:28])=[O:25])[C:9]1[CH:14]=[CH:13][CH:12]=[CH:11][CH:10]=1)=[O:6]. (2) Given the reactants [CH:1]1([NH:4][C:5](=[O:51])[NH:6][C:7]2[CH:49]=[CH:48][C:10]([O:11][C:12]3[CH:17]=[CH:16][N:15]=[C:14]4[CH:18]=[C:19]([C:21]5[N:26]=[CH:25][C:24]([CH2:27][N:28]6[CH2:33][CH2:32][N:31]([C:34](=[O:47])[C@@H:35]([NH:39]C(=O)OC(C)(C)C)[CH:36]([CH3:38])[CH3:37])[CH2:30][CH2:29]6)=[CH:23][CH:22]=5)[S:20][C:13]=34)=[C:9]([F:50])[CH:8]=2)[CH2:3][CH2:2]1.C(O)(C(F)(F)F)=O, predict the reaction product. The product is: [OH-:11].[NH4+:4].[NH2:39][C@@H:35]([CH:36]([CH3:38])[CH3:37])[C:34]([N:31]1[CH2:30][CH2:29][N:28]([CH2:27][C:24]2[CH:23]=[CH:22][C:21]([C:19]3[S:20][C:13]4[C:14](=[N:15][CH:16]=[CH:17][C:12]=4[O:11][C:10]4[CH:48]=[CH:49][C:7]([NH:6][C:5]([NH:4][CH:1]5[CH2:3][CH2:2]5)=[O:51])=[CH:8][C:9]=4[F:50])[CH:18]=3)=[N:26][CH:25]=2)[CH2:33][CH2:32]1)=[O:47].